Dataset: Catalyst prediction with 721,799 reactions and 888 catalyst types from USPTO. Task: Predict which catalyst facilitates the given reaction. (1) Reactant: [BH4-].[Na+].[NH2:3][C@H:4]([C:10]1[CH:15]=[CH:14][C:13]([C:16]#[N:17])=[CH:12][CH:11]=1)[CH2:5][C:6](OC)=[O:7]. Product: [NH2:3][C@H:4]([C:10]1[CH:11]=[CH:12][C:13]([C:16]#[N:17])=[CH:14][CH:15]=1)[CH2:5][CH2:6][OH:7]. The catalyst class is: 5. (2) Reactant: C(N(CC)CC)C.[C:8](Cl)(=[O:10])[CH3:9].[NH2:12][C:13]1[NH:14][CH:15]=[C:16]([C:21]2[CH:22]=[N:23][C:24]([N+:27]([O-:29])=[O:28])=[CH:25][CH:26]=2)[C:17]=1[C:18]([NH2:20])=[O:19]. Product: [C:8]([NH:12][C:13]1[NH:14][CH:15]=[C:16]([C:21]2[CH:22]=[N:23][C:24]([N+:27]([O-:29])=[O:28])=[CH:25][CH:26]=2)[C:17]=1[C:18]([NH2:20])=[O:19])(=[O:10])[CH3:9]. The catalyst class is: 54. (3) Reactant: [CH:1]1([N:7]2[C:11]([NH2:12])=[C:10]([CH3:13])[C:9]([CH3:14])=[N:8]2)[CH2:6][CH2:5][CH2:4][CH2:3][CH2:2]1.[OH-].[Na+].Cl[C:18]([O:20][C:21]1[CH:26]=[CH:25][CH:24]=[CH:23][CH:22]=1)=[O:19]. Product: [CH:1]1([N:7]2[C:11]([NH:12][C:18](=[O:19])[O:20][C:21]3[CH:26]=[CH:25][CH:24]=[CH:23][CH:22]=3)=[C:10]([CH3:13])[C:9]([CH3:14])=[N:8]2)[CH2:2][CH2:3][CH2:4][CH2:5][CH2:6]1. The catalyst class is: 161.